This data is from NCI-60 drug combinations with 297,098 pairs across 59 cell lines. The task is: Regression. Given two drug SMILES strings and cell line genomic features, predict the synergy score measuring deviation from expected non-interaction effect. (1) Drug 1: CC12CCC3C(C1CCC2=O)CC(=C)C4=CC(=O)C=CC34C. Drug 2: C1CN(P(=O)(OC1)NCCCl)CCCl. Cell line: T-47D. Synergy scores: CSS=27.6, Synergy_ZIP=-1.10, Synergy_Bliss=0.214, Synergy_Loewe=-11.1, Synergy_HSA=-0.313. (2) Drug 1: CC1=C2C(C(=O)C3(C(CC4C(C3C(C(C2(C)C)(CC1OC(=O)C(C(C5=CC=CC=C5)NC(=O)OC(C)(C)C)O)O)OC(=O)C6=CC=CC=C6)(CO4)OC(=O)C)OC)C)OC. Drug 2: C1C(C(OC1N2C=NC3=C2NC=NCC3O)CO)O. Cell line: OVCAR-4. Synergy scores: CSS=41.0, Synergy_ZIP=6.22, Synergy_Bliss=5.66, Synergy_Loewe=-19.8, Synergy_HSA=7.60. (3) Drug 1: C1CC(=O)NC(=O)C1N2CC3=C(C2=O)C=CC=C3N. Drug 2: C1C(C(OC1N2C=NC(=NC2=O)N)CO)O. Cell line: A549. Synergy scores: CSS=5.75, Synergy_ZIP=1.41, Synergy_Bliss=-1.97, Synergy_Loewe=-0.791, Synergy_HSA=-0.735. (4) Synergy scores: CSS=27.0, Synergy_ZIP=-6.29, Synergy_Bliss=0.544, Synergy_Loewe=-10.5, Synergy_HSA=-0.400. Cell line: U251. Drug 1: C1=CC(=CC=C1CC(C(=O)O)N)N(CCCl)CCCl.Cl. Drug 2: CC(C)NC(=O)C1=CC=C(C=C1)CNNC.Cl. (5) Drug 1: CC1=CC=C(C=C1)C2=CC(=NN2C3=CC=C(C=C3)S(=O)(=O)N)C(F)(F)F. Drug 2: C1CN(P(=O)(OC1)NCCCl)CCCl. Cell line: COLO 205. Synergy scores: CSS=-8.88, Synergy_ZIP=11.7, Synergy_Bliss=11.6, Synergy_Loewe=-7.31, Synergy_HSA=-5.52. (6) Drug 1: CS(=O)(=O)C1=CC(=C(C=C1)C(=O)NC2=CC(=C(C=C2)Cl)C3=CC=CC=N3)Cl. Drug 2: C1CN1P(=S)(N2CC2)N3CC3. Cell line: SK-OV-3. Synergy scores: CSS=3.99, Synergy_ZIP=-2.56, Synergy_Bliss=-3.46, Synergy_Loewe=-6.00, Synergy_HSA=-4.04. (7) Drug 1: CN(C)C1=NC(=NC(=N1)N(C)C)N(C)C. Drug 2: C1=CC=C(C=C1)NC(=O)CCCCCCC(=O)NO. Cell line: SN12C. Synergy scores: CSS=3.96, Synergy_ZIP=-1.29, Synergy_Bliss=0.368, Synergy_Loewe=-7.22, Synergy_HSA=-0.536. (8) Drug 1: CC1C(C(=O)NC(C(=O)N2CCCC2C(=O)N(CC(=O)N(C(C(=O)O1)C(C)C)C)C)C(C)C)NC(=O)C3=C4C(=C(C=C3)C)OC5=C(C(=O)C(=C(C5=N4)C(=O)NC6C(OC(=O)C(N(C(=O)CN(C(=O)C7CCCN7C(=O)C(NC6=O)C(C)C)C)C)C(C)C)C)N)C. Drug 2: CC1=C2C(C(=O)C3(C(CC4C(C3C(C(C2(C)C)(CC1OC(=O)C(C(C5=CC=CC=C5)NC(=O)C6=CC=CC=C6)O)O)OC(=O)C7=CC=CC=C7)(CO4)OC(=O)C)O)C)OC(=O)C. Cell line: COLO 205. Synergy scores: CSS=0.514, Synergy_ZIP=2.50, Synergy_Bliss=6.24, Synergy_Loewe=1.96, Synergy_HSA=4.33. (9) Synergy scores: CSS=45.8, Synergy_ZIP=-8.19, Synergy_Bliss=-8.70, Synergy_Loewe=-0.388, Synergy_HSA=0.780. Cell line: MCF7. Drug 1: CC1C(C(CC(O1)OC2CC(CC3=C2C(=C4C(=C3O)C(=O)C5=C(C4=O)C(=CC=C5)OC)O)(C(=O)CO)O)N)O.Cl. Drug 2: CC1C(C(CC(O1)OC2CC(CC3=C2C(=C4C(=C3O)C(=O)C5=CC=CC=C5C4=O)O)(C(=O)C)O)N)O. (10) Drug 1: C1CC(=O)NC(=O)C1N2CC3=C(C2=O)C=CC=C3N. Drug 2: C1=NNC2=C1C(=O)NC=N2. Cell line: CCRF-CEM. Synergy scores: CSS=44.2, Synergy_ZIP=1.22, Synergy_Bliss=5.42, Synergy_Loewe=1.41, Synergy_HSA=8.34.